From a dataset of Reaction yield outcomes from USPTO patents with 853,638 reactions. Predict the reaction yield, written as a fraction of the theoretical maximum amount of product (1.0 means a 100% yield; for example, 0.34 means a 34% yield). (1) The reactants are [NH:1]1[C:5]2=[CH:6][N:7]=[CH:8][CH:9]=[C:4]2[CH:3]=[CH:2]1.C(N(CC)CC)C.[C:17](O[C:17]([O:19][C:20]([CH3:23])([CH3:22])[CH3:21])=[O:18])([O:19][C:20]([CH3:23])([CH3:22])[CH3:21])=[O:18].O. The catalyst is C(Cl)Cl. The product is [N:1]1([C:17]([O:19][C:20]([CH3:23])([CH3:22])[CH3:21])=[O:18])[C:5]2=[CH:6][N:7]=[CH:8][CH:9]=[C:4]2[CH:3]=[CH:2]1. The yield is 0.953. (2) The reactants are Cl.[CH2:2]([S:4]([N:7]1[CH2:12][CH2:11][N:10]([CH2:13][C:14]2[S:18][C:17]([NH:19][C:20](=[O:35])[N:21]([CH:28]3[CH2:33][CH2:32][CH:31]([CH3:34])[CH2:30][CH2:29]3)[CH:22]3[CH2:27][CH2:26][NH:25][CH2:24][CH2:23]3)=[N:16][CH:15]=2)[CH2:9][CH2:8]1)(=[O:6])=[O:5])[CH3:3].[CH:36]1([C:41](Cl)=[O:42])[CH2:40][CH2:39][CH2:38][CH2:37]1. No catalyst specified. The product is [CH:36]1([C:41]([N:25]2[CH2:26][CH2:27][CH:22]([N:21]([CH:28]3[CH2:29][CH2:30][CH:31]([CH3:34])[CH2:32][CH2:33]3)[C:20]([NH:19][C:17]3[S:18][C:14]([CH2:13][N:10]4[CH2:11][CH2:12][N:7]([S:4]([CH2:2][CH3:3])(=[O:5])=[O:6])[CH2:8][CH2:9]4)=[CH:15][N:16]=3)=[O:35])[CH2:23][CH2:24]2)=[O:42])[CH2:40][CH2:39][CH2:38][CH2:37]1. The yield is 0.400. (3) The reactants are [C:1]([Si:5]([CH3:44])([CH3:43])[O:6][C:7]1[CH:42]=[CH:41][C:10]2[N:11]([CH2:30][C:31]3[CH:36]=[CH:35][C:34]([O:37][CH2:38][CH2:39]Cl)=[CH:33][CH:32]=3)[CH2:12][CH:13]([C:16]3[CH:21]=[CH:20][CH:19]=[C:18]([O:22][Si:23]([C:26]([CH3:29])([CH3:28])[CH3:27])([CH3:25])[CH3:24])[CH:17]=3)[CH2:14][O:15][C:9]=2[CH:8]=1)([CH3:4])([CH3:3])[CH3:2].[I-].[K+].[NH:47]1[CH2:52][CH2:51][CH2:50][CH2:49][CH2:48]1.C(=O)(O)[O-].[Na+]. The catalyst is CN(C=O)C. The product is [C:1]([Si:5]([CH3:44])([CH3:43])[O:6][C:7]1[CH:42]=[CH:41][C:10]2[N:11]([CH2:30][C:31]3[CH:36]=[CH:35][C:34]([O:37][CH2:38][CH2:39][N:47]4[CH2:52][CH2:51][CH2:50][CH2:49][CH2:48]4)=[CH:33][CH:32]=3)[CH2:12][CH:13]([C:16]3[CH:21]=[CH:20][CH:19]=[C:18]([O:22][Si:23]([C:26]([CH3:29])([CH3:28])[CH3:27])([CH3:25])[CH3:24])[CH:17]=3)[CH2:14][O:15][C:9]=2[CH:8]=1)([CH3:4])([CH3:3])[CH3:2]. The yield is 0.270. (4) The reactants are [C:1]([O:5][C:6]([C@@:8]12[CH2:14][C@:13]1([C:15]1[CH:20]=[CH:19][CH:18]=[CH:17][CH:16]=1)[CH2:12][O:11]C(=O)[N:9]2[C:22]([O:24][C:25]([CH3:28])([CH3:27])[CH3:26])=[O:23])=[O:7])([CH3:4])([CH3:3])[CH3:2].C(=O)([O-])[O-].[Cs+].[Cs+]. The catalyst is CO. The product is [C:1]([O:5][C:6]([C@@:8]1([NH:9][C:22]([O:24][C:25]([CH3:28])([CH3:27])[CH3:26])=[O:23])[CH2:14][C@@:13]1([CH2:12][OH:11])[C:15]1[CH:20]=[CH:19][CH:18]=[CH:17][CH:16]=1)=[O:7])([CH3:3])([CH3:4])[CH3:2]. The yield is 0.740. (5) The reactants are [BH4-].[Na+].[C:3]([C:6]1[CH:14]=[CH:13][CH:12]=[C:11]2[C:7]=1[C:8]([NH:27][S:28]([C:31]1[S:32][C:33]([Cl:36])=[CH:34][CH:35]=1)(=[O:30])=[O:29])=[N:9][N:10]2[CH2:15][C:16]1[CH:17]=[C:18]([CH2:22][NH:23][C:24](=[O:26])[CH3:25])[CH:19]=[CH:20][CH:21]=1)(=[O:5])[CH3:4].Cl. The catalyst is CO. The product is [Cl:36][C:33]1[S:32][C:31]([S:28]([NH:27][C:8]2[C:7]3[C:11](=[CH:12][CH:13]=[CH:14][C:6]=3[CH:3]([OH:5])[CH3:4])[N:10]([CH2:15][C:16]3[CH:17]=[C:18]([CH2:22][NH:23][C:24](=[O:26])[CH3:25])[CH:19]=[CH:20][CH:21]=3)[N:9]=2)(=[O:29])=[O:30])=[CH:35][CH:34]=1. The yield is 0.480. (6) The reactants are [O:1]=[C:2]1[NH:6][C:5]2[CH:7]=[CH:8][C:9]([CH:11]=[O:12])=[CH:10][C:4]=2[O:3]1.C(=O)([O-])[O-].[K+].[K+].Br[CH2:20][CH2:21][CH2:22][O:23][Si:24]([C:27]([CH3:30])([CH3:29])[CH3:28])([CH3:26])[CH3:25].CCOCC. The catalyst is CN(C=O)C. The product is [Si:24]([O:23][CH2:22][CH2:21][CH2:20][N:6]1[C:5]2[CH:7]=[CH:8][C:9]([CH:11]=[O:12])=[CH:10][C:4]=2[O:3][C:2]1=[O:1])([C:27]([CH3:28])([CH3:29])[CH3:30])([CH3:26])[CH3:25]. The yield is 0.890. (7) The reactants are [NH2:1][C:2]1[C:7]([C:8]2[O:12][N:11]=[C:10]([CH2:13][C:14]3[CH:19]=[CH:18][C:17]([OH:20])=[CH:16][CH:15]=3)[CH:9]=2)=[CH:6][CH:5]=[CH:4][N:3]=1.[OH-].[Na+].[F:23][C:24]1[CH:25]=[C:26]([CH:29]=[CH:30][CH:31]=1)[CH2:27]Br. The catalyst is CO. The product is [F:23][C:24]1[CH:25]=[C:26]([CH:29]=[CH:30][CH:31]=1)[CH2:27][O:20][C:17]1[CH:18]=[CH:19][C:14]([CH2:13][C:10]2[CH:9]=[C:8]([C:7]3[C:2]([NH2:1])=[N:3][CH:4]=[CH:5][CH:6]=3)[O:12][N:11]=2)=[CH:15][CH:16]=1. The yield is 0.550. (8) The reactants are CC([Si](C)(C)[O:6][CH:7]1[CH2:10][C:9]2([CH2:14][CH:13]([C:15]([O:17][CH2:18][CH3:19])=[O:16])[N:12]([C:20]([O:22][CH2:23][C:24]3[CH:29]=[CH:28][CH:27]=[CH:26][CH:25]=3)=[O:21])[CH2:11]2)[CH2:8]1)(C)C.C(O)(=O)C.CCCC[N+](CCCC)(CCCC)CCCC.[F-]. The catalyst is C1COCC1. The product is [OH:6][CH:7]1[CH2:8][C:9]2([CH2:14][CH:13]([C:15]([O:17][CH2:18][CH3:19])=[O:16])[N:12]([C:20]([O:22][CH2:23][C:24]3[CH:25]=[CH:26][CH:27]=[CH:28][CH:29]=3)=[O:21])[CH2:11]2)[CH2:10]1. The yield is 1.00. (9) The reactants are CC([O-])(C)C.[Na+].[NH2:7][C:8]1[CH2:9][N:10]([CH2:19][C:20]2[CH:25]=[CH:24][CH:23]=[CH:22][CH:21]=2)[CH2:11][CH2:12][C:13]=1[C:14]([O:16]CC)=O.[CH3:26][O:27][CH:28]([O:34]C)[CH2:29][C:30](OC)=O. The catalyst is C1COCC1. The product is [CH3:26][O:27][C:28]([C:29]1[CH:30]=[N:7][C:8]2[CH2:9][N:10]([CH2:19][C:20]3[CH:21]=[CH:22][CH:23]=[CH:24][CH:25]=3)[CH2:11][CH2:12][C:13]=2[C:14]=1[OH:16])=[O:34]. The yield is 0.470.